Dataset: Reaction yield outcomes from USPTO patents with 853,638 reactions. Task: Predict the reaction yield, written as a fraction of the theoretical maximum amount of product (1.0 means a 100% yield; for example, 0.34 means a 34% yield). (1) The reactants are [Br:1][C:2]1[N:3]([C:8]2[C:17]3[C:12](=[CH:13][CH:14]=[CH:15][CH:16]=3)[C:11]([CH:18]3[CH2:20][CH2:19]3)=[CH:10][CH:9]=2)[C:4]([SH:7])=[N:5][N:6]=1.Br[C:22]([CH3:29])([CH3:28])[C:23]([O:25][CH2:26][CH3:27])=[O:24].C(N(C(C)C)CC)(C)C. The catalyst is CN(C=O)C. The product is [Br:1][C:2]1[N:3]([C:8]2[C:17]3[C:12](=[CH:13][CH:14]=[CH:15][CH:16]=3)[C:11]([CH:18]3[CH2:20][CH2:19]3)=[CH:10][CH:9]=2)[C:4]([S:7][C:22]([CH3:29])([CH3:28])[C:23]([O:25][CH2:26][CH3:27])=[O:24])=[N:5][N:6]=1. The yield is 0.910. (2) The reactants are I(O)(=O)(=O)=O.[CH3:6][C@@:7]12[C@:15]3([C:21](CO)=[O:22])[O:16][C:17]([CH3:20])([CH3:19])[O:18][C@@H:14]3[CH2:13][C@H:12]1[C@@H:11]1[CH2:25][C@H:26]([F:35])[C:27]3[C@@:33]([CH3:34])([C@@:10]1([F:36])[C@@H:9](O)[CH2:8]2)[CH:32]=[CH:31][C:29](=[O:30])[CH:28]=3.C(=O)(O)[O-:39].[Na+]. The catalyst is O.C1COCC1. The product is [F:36][C@@:10]12[C@:33]3([CH3:34])[C:27](=[CH:28][C:29](=[O:30])[CH:31]=[CH:32]3)[C@@H:26]([F:35])[CH2:25][C@H:11]1[C@H:12]1[C@:7]([CH3:6])([CH2:8][CH2:9]2)[C@:15]2([C:21]([OH:39])=[O:22])[O:16][C:17]([CH3:19])([CH3:20])[O:18][C@@H:14]2[CH2:13]1. The yield is 0.690. (3) The reactants are [NH2:1][C:2]1[CH:10]=[C:9]([F:11])[CH:8]=[CH:7][C:3]=1[C:4](O)=[O:5].C(O)(=O)C.[CH:16](N)=[NH:17].C(=O)(O)[O-].[Na+]. The catalyst is O. The product is [F:11][C:9]1[CH:10]=[C:2]2[C:3]([C:4](=[O:5])[NH:17][CH:16]=[N:1]2)=[CH:7][CH:8]=1. The yield is 0.910.